Dataset: Reaction yield outcomes from USPTO patents with 853,638 reactions. Task: Predict the reaction yield, written as a fraction of the theoretical maximum amount of product (1.0 means a 100% yield; for example, 0.34 means a 34% yield). The reactants are C(OC(=O)[NH:7][C:8]1[CH:9]=[N:10][C:11]([Cl:15])=[CH:12][C:13]=1[I:14])(C)(C)C.C(O)(C(F)(F)F)=O. The catalyst is C(Cl)Cl. The product is [Cl:15][C:11]1[N:10]=[CH:9][C:8]([NH2:7])=[C:13]([I:14])[CH:12]=1. The yield is 0.900.